This data is from Forward reaction prediction with 1.9M reactions from USPTO patents (1976-2016). The task is: Predict the product of the given reaction. (1) Given the reactants [F:1][C:2]([F:12])([F:11])[C:3]1[CH:10]=[CH:9][C:6]([CH:7]=O)=[CH:5][CH:4]=1.[NH2:13][C:14]1[S:15][C:16]([S:19]([C:22]2[CH:27]=[CH:26][C:25]([N+:28]([O-:30])=[O:29])=[CH:24][CH:23]=2)(=[O:21])=[O:20])=[CH:17][N:18]=1.C[O:32][C:33](=O)[C:34](=[O:43])[CH2:35][C:36]([C:38]1[O:39][CH:40]=[CH:41][CH:42]=1)=[O:37], predict the reaction product. The product is: [O:39]1[CH:40]=[CH:41][CH:42]=[C:38]1[C:36]([C:35]1[CH:7]([C:6]2[CH:9]=[CH:10][C:3]([C:2]([F:12])([F:11])[F:1])=[CH:4][CH:5]=2)[N:13]([C:14]2[S:15][C:16]([S:19]([C:22]3[CH:23]=[CH:24][C:25]([N+:28]([O-:30])=[O:29])=[CH:26][CH:27]=3)(=[O:20])=[O:21])=[CH:17][N:18]=2)[C:33](=[O:32])[C:34]=1[OH:43])=[O:37]. (2) Given the reactants [F:1][C:2]1[CH:3]=[C:4]([B:12]2[O:16]C(C)(C)C(C)(C)[O:13]2)[CH:5]=[CH:6][C:7]=1[S:8]([CH3:11])(=[O:10])=[O:9].O1CCCC1.O.Cl, predict the reaction product. The product is: [F:1][C:2]1[CH:3]=[C:4]([B:12]([OH:16])[OH:13])[CH:5]=[CH:6][C:7]=1[S:8]([CH3:11])(=[O:10])=[O:9]. (3) Given the reactants FC(F)(F)C1C=CNN=1.[CH3:10][C:11]1[NH:15][N:14]=[C:13]([C:16]([F:19])([F:18])[F:17])[CH:12]=1.CC(C)([O-])C.[K+].[F:26][C:27]1[CH:28]=[C:29]([NH:34][C:35]2[N:40]=[C:39](S(C)(=O)=O)[C:38]([C:45]3[CH:46]=[C:47](/[CH:51]=[CH:52]/[C:53]([O:55][CH2:56][CH3:57])=[O:54])[CH:48]=[CH:49][CH:50]=3)=[CH:37][N:36]=2)[CH:30]=[C:31]([F:33])[CH:32]=1, predict the reaction product. The product is: [F:26][C:27]1[CH:28]=[C:29]([NH:34][C:35]2[N:36]=[C:37]([N:15]3[C:11]([CH3:10])=[CH:12][C:13]([C:16]([F:19])([F:18])[F:17])=[N:14]3)[C:38]([C:45]3[CH:46]=[C:47](/[CH:51]=[CH:52]/[C:53]([O:55][CH2:56][CH3:57])=[O:54])[CH:48]=[CH:49][CH:50]=3)=[CH:39][N:40]=2)[CH:30]=[C:31]([F:33])[CH:32]=1. (4) Given the reactants C[O:2][C:3]([C:5]1[S:6][C:7]([C:39]2[CH:44]=[CH:43][CH:42]=[CH:41][CH:40]=2)=[CH:8][C:9]=1[N:10]([CH:23]([C:30]1[O:34][C:33]2[CH:35]=[CH:36][CH:37]=[CH:38][C:32]=2[CH:31]=1)[C:24]1[CH:29]=[CH:28][CH:27]=[CH:26][CH:25]=1)[S:11]([C:14]1[CH:19]=[C:18]([CH3:20])[C:17]([Cl:21])=[CH:16][C:15]=1[CH3:22])(=[O:13])=[O:12])=[O:4].O[Li].O, predict the reaction product. The product is: [O:34]1[C:33]2[CH:35]=[CH:36][CH:37]=[CH:38][C:32]=2[CH:31]=[C:30]1[CH:23]([N:10]([S:11]([C:14]1[CH:19]=[C:18]([CH3:20])[C:17]([Cl:21])=[CH:16][C:15]=1[CH3:22])(=[O:12])=[O:13])[C:9]1[CH:8]=[C:7]([C:39]2[CH:40]=[CH:41][CH:42]=[CH:43][CH:44]=2)[S:6][C:5]=1[C:3]([OH:4])=[O:2])[C:24]1[CH:25]=[CH:26][CH:27]=[CH:28][CH:29]=1. (5) Given the reactants [NH2:1][C:2]1[CH:7]=[CH:6][C:5]([OH:8])=[CH:4][C:3]=1[N+:9]([O-:11])=[O:10].C(=O)([O-])[O-].[Cs+].[Cs+].[Br:18][CH2:19][CH2:20][CH2:21]Br, predict the reaction product. The product is: [Br:18][CH2:19][CH2:20][CH2:21][O:8][C:5]1[CH:6]=[CH:7][C:2]([NH2:1])=[C:3]([N+:9]([O-:11])=[O:10])[CH:4]=1. (6) Given the reactants [C:1]([O:5][C:6]([NH:8][CH2:9][CH2:10][C:11]([OH:13])=O)=[O:7])([CH3:4])([CH3:3])[CH3:2].[C:14]([NH:19][NH2:20])(=[O:18])[CH:15]([CH3:17])[CH3:16].F[B-](F)(F)F.N1(OC(N(C)C)=[N+](C)C)C2C=CC=CC=2N=N1.C(N(C(C)C)CC)(C)C, predict the reaction product. The product is: [C:1]([O:5][C:6](=[O:7])[NH:8][CH2:9][CH2:10][C:11]([NH:20][NH:19][C:14](=[O:18])[CH:15]([CH3:17])[CH3:16])=[O:13])([CH3:2])([CH3:3])[CH3:4]. (7) Given the reactants [H-].[Na+].[Cl:3][CH:4]1[CH2:9][CH2:8][CH2:7][CH2:6][CH:5]1[OH:10].[Cl:11][C:12]1[CH:17]=[C:16](Cl)[N:15]=[CH:14][N:13]=1.[Cl-].[NH4+], predict the reaction product. The product is: [Cl:11][C:12]1[CH:17]=[C:16]([O:10][CH:5]2[CH2:6][CH2:7][CH2:8][CH2:9][CH:4]2[Cl:3])[N:15]=[CH:14][N:13]=1.